This data is from Forward reaction prediction with 1.9M reactions from USPTO patents (1976-2016). The task is: Predict the product of the given reaction. (1) Given the reactants [F:1][C:2]1[C:11]2[O:10][CH2:9][CH:8]([NH:12][CH2:13][CH2:14][CH2:15][C:16]3[C:24]4[C:19](=[CH:20][C:21]([F:25])=[CH:22][CH:23]=4)[NH:18][CH:17]=3)[CH2:7][C:6]=2[C:5]([C:26]([NH2:28])=[O:27])=[CH:4][CH:3]=1.[CH:29]1([CH:32]=O)[CH2:31][CH2:30]1.C(O)(=O)C.C([BH3-])#N.[Na+], predict the reaction product. The product is: [CH:29]1([CH2:32][N:12]([CH2:13][CH2:14][CH2:15][C:16]2[C:24]3[C:19](=[CH:20][C:21]([F:25])=[CH:22][CH:23]=3)[NH:18][CH:17]=2)[CH:8]2[CH2:7][C:6]3[C:5]([C:26]([NH2:28])=[O:27])=[CH:4][CH:3]=[C:2]([F:1])[C:11]=3[O:10][CH2:9]2)[CH2:31][CH2:30]1. (2) The product is: [Cl:27][C:8]1[N:7]([CH2:12][CH2:13][CH2:14][C:15]([O:17][CH2:18][CH3:19])=[O:16])[C:6]2[C:5]([CH:20]([CH2:23][CH3:24])[CH2:21][CH3:22])=[CH:4][CH:3]=[C:2]([Cl:1])[C:10]=2[N:9]=1. Given the reactants [Cl:1][C:2]1[C:10]2[NH:9][C:8](=O)[N:7]([CH2:12][CH2:13][CH2:14][C:15]([O:17][CH2:18][CH3:19])=[O:16])[C:6]=2[C:5]([CH:20]([CH2:23][CH3:24])[CH2:21][CH3:22])=[CH:4][CH:3]=1.P(Cl)(Cl)([Cl:27])=O, predict the reaction product. (3) Given the reactants [F:1][C:2]1([C:6]2[CH:11]=[CH:10][N:9]=[CH:8][C:7]=2[NH:12]C(=O)OC(C)(C)C)[CH2:5][O:4][CH2:3]1.C(O)(C(F)(F)F)=O, predict the reaction product. The product is: [F:1][C:2]1([C:6]2[CH:11]=[CH:10][N:9]=[CH:8][C:7]=2[NH2:12])[CH2:5][O:4][CH2:3]1. (4) Given the reactants ClC1C=CC=CC=1C1N=C2C=CC=CN2C=1C(O)=O.[Cl:20][C:21]1[CH:26]=[CH:25][C:24]([Cl:27])=[CH:23][C:22]=1[C:28]1[N:29]=[C:30]2[CH2:35][CH2:34][CH2:33][CH2:32][N:31]2[C:36]=1[C:37]([O:39]CC)=[O:38].[Li+].[OH-], predict the reaction product. The product is: [Cl:20][C:21]1[CH:26]=[CH:25][C:24]([Cl:27])=[CH:23][C:22]=1[C:28]1[N:29]=[C:30]2[CH2:35][CH2:34][CH2:33][CH2:32][N:31]2[C:36]=1[C:37]([OH:39])=[O:38].